Dataset: Full USPTO retrosynthesis dataset with 1.9M reactions from patents (1976-2016). Task: Predict the reactants needed to synthesize the given product. (1) Given the product [CH2:13]([C:17]1[N:18]=[C:19]([CH3:44])[N:20]([C:39]2[CH:43]=[CH:42][O:41][CH:40]=2)[C:21](=[O:38])[C:22]=1[CH2:23][C:24]1[CH:25]=[CH:26][C:27]([C:30]2[CH:35]=[CH:34][CH:33]=[CH:32][C:31]=2[C:36]2[NH:3][C:4](=[O:7])[O:5][N:37]=2)=[CH:28][CH:29]=1)[CH2:14][CH2:15][CH3:16], predict the reactants needed to synthesize it. The reactants are: [Cl-].O[NH3+:3].[C:4](=[O:7])([O-])[OH:5].[Na+].CS(C)=O.[CH2:13]([C:17]1[N:18]=[C:19]([CH3:44])[N:20]([C:39]2[CH:43]=[CH:42][O:41][CH:40]=2)[C:21](=[O:38])[C:22]=1[CH2:23][C:24]1[CH:29]=[CH:28][C:27]([C:30]2[C:31]([C:36]#[N:37])=[CH:32][CH:33]=[CH:34][CH:35]=2)=[CH:26][CH:25]=1)[CH2:14][CH2:15][CH3:16]. (2) Given the product [F:1][C:2]1[CH:3]=[CH:4][C:5]2[CH:6]=[CH:7][C:8](=[O:17])[N:9]3[C:10]=2[C:11]=1[CH2:12][CH2:13][CH:14]3[CH2:16][OH:15].[Yb:27], predict the reactants needed to synthesize it. The reactants are: [F:1][C:2]1[C:11]([CH2:12][CH2:13][CH:14]2[CH2:16][O:15]2)=[C:10]2[C:5]([CH:6]=[CH:7][C:8]([O:17]C)=[N:9]2)=[CH:4][CH:3]=1.[O-]S(C(F)(F)F)(=O)=O.[Yb+3:27].[O-]S(C(F)(F)F)(=O)=O.[O-]S(C(F)(F)F)(=O)=O.C(=O)(O)[O-].[Na+].